Dataset: Forward reaction prediction with 1.9M reactions from USPTO patents (1976-2016). Task: Predict the product of the given reaction. (1) Given the reactants [CH2:1]([NH:4][C:5]1[CH:10]=[CH:9][C:8]([S:11]([CH3:14])(=[O:13])=[O:12])=[CH:7][C:6]=1I)[CH:2]=[CH2:3].Cl, predict the reaction product. The product is: [CH3:14][S:11]([C:8]1[CH:7]=[C:6]2[C:5](=[CH:10][CH:9]=1)[NH:4][CH:1]=[C:2]2[CH3:3])(=[O:13])=[O:12]. (2) Given the reactants [C:1](/[C:3](=[CH:9]/OCC)/[C:4]([O:6]CC)=[O:5])#[N:2].[CH:13]([NH:16][NH2:17])([CH3:15])[CH3:14], predict the reaction product. The product is: [NH2:2][C:1]1[N:16]([CH:13]([CH3:15])[CH3:14])[N:17]=[CH:9][C:3]=1[C:4]([OH:6])=[O:5]. (3) Given the reactants [NH2:1][C:2]1[N:6]2[CH2:7][CH2:8][N:9]=[C:5]2[C:4]([C:17]2[CH:22]=[CH:21][C:20]([OH:23])=[CH:19][CH:18]=2)([C:10]2[CH:15]=[CH:14][CH:13]=[C:12](Br)[CH:11]=2)[N:3]=1.C(=O)([O-])[O-].[Cs+].[Cs+].[Cl:30][C:31]1[CH:32]=[C:33](B(O)O)[CH:34]=[CH:35][CH:36]=1, predict the reaction product. The product is: [NH2:1][C:2]1[N:6]2[CH2:7][CH2:8][N:9]=[C:5]2[C:4]([C:17]2[CH:22]=[CH:21][C:20]([OH:23])=[CH:19][CH:18]=2)([C:10]2[CH:11]=[C:12]([C:35]3[CH:34]=[CH:33][CH:32]=[C:31]([Cl:30])[CH:36]=3)[CH:13]=[CH:14][CH:15]=2)[N:3]=1. (4) Given the reactants [F:1][C:2]1[CH:9]=[CH:8][CH:7]=[CH:6][C:3]=1[CH:4]=O.C1C(=O)N(Br)C(=O)C1.[CH2:18]([SH:22])[CH2:19][CH2:20][SH:21], predict the reaction product. The product is: [F:1][C:2]1[CH:9]=[CH:8][CH:7]=[CH:6][C:3]=1[CH:4]1[S:22][CH2:18][CH2:19][CH2:20][S:21]1. (5) Given the reactants O[CH:2]([C:5]1[CH:9]=[CH:8][S:7][C:6]=1[C:10]([OH:12])=[O:11])[CH2:3][CH3:4].S(Cl)(C1C=CC(C)=CC=1)(=O)=O, predict the reaction product. The product is: [CH2:3]([CH:2]1[O:12][C:10](=[O:11])[C:6]2[S:7][CH:8]=[CH:9][C:5]1=2)[CH3:4].